Dataset: Forward reaction prediction with 1.9M reactions from USPTO patents (1976-2016). Task: Predict the product of the given reaction. (1) Given the reactants [NH2:1][C:2]1[CH:7]=[CH:6][CH:5]=[CH:4][C:3]=1[OH:8].C(OCC)(=O)C.C(=O)([O-])O.[Na+].[Br:20][C:21]([CH3:26])([CH3:25])[C:22](Br)=[O:23], predict the reaction product. The product is: [Br:20][C:21]([CH3:26])([CH3:25])[C:22]([NH:1][C:2]1[CH:7]=[CH:6][CH:5]=[CH:4][C:3]=1[OH:8])=[O:23]. (2) Given the reactants [Br:1][C:2]1[CH:7]=[C:6]([NH:8][S:9]([CH3:12])(=[O:11])=[O:10])[C:5](I)=[CH:4][N:3]=1.[C:14]([C:16]1[CH:17]=[N:18][N:19]([CH2:21][C:22]([N:24]([CH3:26])[CH3:25])=[O:23])[CH:20]=1)#[CH:15].C(N(CC)CC)C, predict the reaction product. The product is: [Br:1][C:2]1[N:3]=[CH:4][C:5]2[CH:15]=[C:14]([C:16]3[CH:17]=[N:18][N:19]([CH2:21][C:22]([N:24]([CH3:26])[CH3:25])=[O:23])[CH:20]=3)[N:8]([S:9]([CH3:12])(=[O:11])=[O:10])[C:6]=2[CH:7]=1. (3) Given the reactants [N:1]1[C:10]2[C:5](=[C:6]([CH:11]([CH3:16])[CH:12]([NH2:15])[CH2:13][NH2:14])[CH:7]=[CH:8][CH:9]=2)[CH:4]=[CH:3][CH:2]=1.[C:17](N1C=CN=C1)(N1C=CN=C1)=[S:18], predict the reaction product. The product is: [N:1]1[C:10]2[C:5](=[C:6]([CH:11]([CH:12]3[CH2:13][NH:14][C:17](=[S:18])[NH:15]3)[CH3:16])[CH:7]=[CH:8][CH:9]=2)[CH:4]=[CH:3][CH:2]=1. (4) Given the reactants [Si]([O:8][CH2:9][C@@H:10]([N:28]([CH3:41])[C:29]([NH:31][CH2:32][C:33]1[CH:38]=[CH:37][CH:36]=[C:35]([F:39])[C:34]=1[Cl:40])=[O:30])[CH2:11][CH2:12][C:13]([N:15]1[CH2:20][CH2:19][N:18]([C:21]([O:23][C:24]([CH3:27])([CH3:26])[CH3:25])=[O:22])[CH2:17][CH2:16]1)=[O:14])(C(C)(C)C)(C)C.CCCC[N+](CCCC)(CCCC)CCCC.[F-], predict the reaction product. The product is: [Cl:40][C:34]1[C:35]([F:39])=[CH:36][CH:37]=[CH:38][C:33]=1[CH2:32][NH:31][C:29](=[O:30])[N:28]([C@H:10]([CH2:9][OH:8])[CH2:11][CH2:12][C:13]([N:15]1[CH2:20][CH2:19][N:18]([C:21]([O:23][C:24]([CH3:25])([CH3:26])[CH3:27])=[O:22])[CH2:17][CH2:16]1)=[O:14])[CH3:41]. (5) Given the reactants [CH2:1]([O:3][C:4](=[O:33])[C:5]([CH3:32])([CH3:31])[CH2:6][C:7]1[N:8]([CH2:23][C:24]2[CH:29]=[CH:28][C:27]([Br:30])=[CH:26][CH:25]=2)[C:9]2[C:14]([C:15]=1[S:16][C:17]([CH3:20])([CH3:19])[CH3:18])=[CH:13][C:12]([O:21]C)=[CH:11][CH:10]=2)[CH3:2].CC(S)(C)C.[Al+3].[Cl-].[Cl-].[Cl-], predict the reaction product. The product is: [CH2:1]([O:3][C:4](=[O:33])[C:5]([CH3:32])([CH3:31])[CH2:6][C:7]1[N:8]([CH2:23][C:24]2[CH:25]=[CH:26][C:27]([Br:30])=[CH:28][CH:29]=2)[C:9]2[C:14]([C:15]=1[S:16][C:17]([CH3:20])([CH3:19])[CH3:18])=[CH:13][C:12]([OH:21])=[CH:11][CH:10]=2)[CH3:2].